Task: Predict the product of the given reaction.. Dataset: Forward reaction prediction with 1.9M reactions from USPTO patents (1976-2016) Given the reactants C(OP([CH2:9][C:10]([O:12][CH2:13][CH3:14])=[O:11])(OCC)=O)C.[H-].[Na+].[Cl:17][C:18]1[CH:34]=[C:33]([C:35]([F:38])([F:37])[F:36])[CH:32]=[CH:31][C:19]=1[CH2:20][N:21]1[C:25]([CH:26]=O)=[CH:24][C:23]([CH:28]2[CH2:30][CH2:29]2)=[N:22]1.[Cl-].[NH4+], predict the reaction product. The product is: [Cl:17][C:18]1[CH:34]=[C:33]([C:35]([F:38])([F:36])[F:37])[CH:32]=[CH:31][C:19]=1[CH2:20][N:21]1[C:25](/[CH:26]=[CH:9]/[C:10]([O:12][CH2:13][CH3:14])=[O:11])=[CH:24][C:23]([CH:28]2[CH2:29][CH2:30]2)=[N:22]1.